Dataset: Catalyst prediction with 721,799 reactions and 888 catalyst types from USPTO. Task: Predict which catalyst facilitates the given reaction. Reactant: [N:1]1([C:11]2[CH:16]=[CH:15][C:14]([C:17]3[C:18]([C:23]#[N:24])=[CH:19][CH:20]=[CH:21][CH:22]=3)=[CH:13][C:12]=2[N+:25]([O-:27])=[O:26])[C:10]2[C:5](=[CH:6][CH:7]=[CH:8][CH:9]=2)[CH2:4][CH2:3][CH2:2]1.[N:28]([Sn](CCCC)(CCCC)CCCC)=[N+:29]=[N-:30]. Product: [N+:25]([C:12]1[CH:13]=[C:14]([C:17]2[CH:22]=[CH:21][CH:20]=[CH:19][C:18]=2[C:23]2[NH:30][N:29]=[N:28][N:24]=2)[CH:15]=[CH:16][C:11]=1[N:1]1[C:10]2[C:5](=[CH:6][CH:7]=[CH:8][CH:9]=2)[CH2:4][CH2:3][CH2:2]1)([O-:27])=[O:26]. The catalyst class is: 11.